From a dataset of Full USPTO retrosynthesis dataset with 1.9M reactions from patents (1976-2016). Predict the reactants needed to synthesize the given product. Given the product [Cl:18][C:13]1[C:12]([OH:17])=[CH:11][CH:10]=[C:9]2[C:14]=1[CH2:15][CH2:16][CH:7]([C:1]1[CH:2]=[CH:3][CH:4]=[CH:5][CH:6]=1)[O:8]2, predict the reactants needed to synthesize it. The reactants are: [C:1]1([CH:7]2[CH2:16][CH2:15][C:14]3[C:9](=[CH:10][CH:11]=[C:12]([OH:17])[CH:13]=3)[O:8]2)[CH:6]=[CH:5][CH:4]=[CH:3][CH:2]=1.[Cl:18]N1C(=O)CCC1=O.